From a dataset of Microsomal clearance measurements from AstraZeneca. Regression/Classification. Given a drug SMILES string, predict its absorption, distribution, metabolism, or excretion properties. Task type varies by dataset: regression for continuous measurements (e.g., permeability, clearance, half-life) or binary classification for categorical outcomes (e.g., BBB penetration, CYP inhibition). For this dataset (clearance_microsome_az), we predict log10(clearance) (log10 of the in vitro intrinsic clearance, CLint, in uL/min per mg of human liver microsomal protein, equivalently mL/min/g; values are censored to the assay range of 3 to 150, which is 0.477 to 2.18 on this log10 scale). (1) The drug is CCc1[nH]c2nc(Sc3cnc4ccc[n+]([O-])c4c3)nc(N3CC[C@@H](N)C3)c2c1Cl. The log10(clearance) is 1.71. (2) The molecule is Cc1c(C(=O)Nc2ccccc2)sc2ncnc(O)c12. The log10(clearance) is 0.700. (3) The drug is COc1cc(NC(=O)Nc2cccc(CNC(=O)O[C@H]3CCOC3)c2)ccc1-c1cnco1. The log10(clearance) is 2.08. (4) The compound is O=C(NC[C@@H](O)CN1CCC(Oc2ccc(Cl)c(Cl)c2)CC1)c1c[nH]c(=O)cc1C(F)(F)F. The log10(clearance) is 0.780. (5) The drug is Cc1nc2ccc(Oc3ccc(F)cc3)cc2c(=O)n1C[C@H]1CCCN(C(C)C)C1. The log10(clearance) is 0.870. (6) The drug is CN(CCCOCCOCCc1ccccc1)CCc1ccc(O)c2nc(O)sc12. The log10(clearance) is 1.54. (7) The molecule is NS(=O)(=O)c1ccc(Nc2nccc(-c3ccccc3)n2)cc1. The log10(clearance) is 0.480.